Predict the reaction yield, written as a fraction of the theoretical maximum amount of product (1.0 means a 100% yield; for example, 0.34 means a 34% yield). From a dataset of Reaction yield outcomes from USPTO patents with 853,638 reactions. (1) The reactants are [CH2:1]1[CH2:6][C@H:5]([C:7]([OH:9])=[O:8])[CH2:4][CH2:3][C@H:2]1[CH2:10][NH2:11].[CH3:12][CH:13]([CH3:35])[C:14]([O:16][CH2:17][C:18]1(OC(ON2C(=O)CCC2=O)=O)[CH2:23][CH2:22][CH2:21][CH2:20][CH2:19]1)=[O:15].CC([O:40][CH3:41])(C)C.CC(C)=[O:44].O. No catalyst specified. The product is [CH3:35][CH:13]([CH3:12])[C:14]([O:16][CH:17]([CH:18]1[CH2:19][CH2:20][CH2:21][CH2:22][CH2:23]1)[O:44][C:41]([NH:11][CH2:10][C@H:2]1[CH2:3][CH2:4][C@H:5]([C:7]([OH:9])=[O:8])[CH2:6][CH2:1]1)=[O:40])=[O:15]. The yield is 0.430. (2) The reactants are [Br:1][CH2:2][C:3]([NH:5][C:6]1[CH:16]=[CH:15][C:14]([C:17]2[CH:18]=[C:19]3[C:25]([C:26]4[CH:31]=[CH:30][CH:29]=[CH:28][C:27]=4[O:32][CH3:33])=[N:24][N:23](COCC[Si](C)(C)C)[C:20]3=[N:21][CH:22]=2)=[CH:13][C:7]=1[C:8]([N:10]([CH3:12])[CH3:11])=[O:9])=[O:4].Cl(O)(=O)(=O)=O.O. The catalyst is C(O)(=O)C. The product is [Br:1][CH2:2][C:3]([NH:5][C:6]1[CH:16]=[CH:15][C:14]([C:17]2[CH:18]=[C:19]3[C:25]([C:26]4[CH:31]=[CH:30][CH:29]=[CH:28][C:27]=4[O:32][CH3:33])=[N:24][NH:23][C:20]3=[N:21][CH:22]=2)=[CH:13][C:7]=1[C:8]([N:10]([CH3:12])[CH3:11])=[O:9])=[O:4]. The yield is 0.680. (3) The reactants are Br[C:2]1[CH:7]=[CH:6][C:5]([N+:8]([O-:10])=[O:9])=[CH:4][C:3]=1[O:11][CH3:12].[NH:13]1[CH2:18][CH2:17][O:16][CH2:15][CH2:14]1. No catalyst specified. The product is [CH3:12][O:11][C:3]1[CH:4]=[C:5]([N+:8]([O-:10])=[O:9])[CH:6]=[CH:7][C:2]=1[N:13]1[CH2:18][CH2:17][O:16][CH2:15][CH2:14]1. The yield is 0.910. (4) The reactants are [Cl:1][C:2]1[N:11]=[C:10](Cl)[C:9]2[C:4](=[CH:5][CH:6]=[CH:7][CH:8]=2)[N:3]=1.[C:13]([O-])(=O)[CH3:14].[K+].O. The catalyst is C1COCC1.O. The product is [Cl:1][C:2]1[N:11]=[C:10]([NH:3][C:4]2[CH:9]=[CH:8][C:13]([CH3:14])=[CH:6][CH:5]=2)[C:9]2[C:4](=[CH:5][CH:6]=[CH:7][CH:8]=2)[N:3]=1. The yield is 0.700. (5) The reactants are Br[C:2]1[N:6]([C:7]([CH3:10])([CH3:9])[CH3:8])[N:5]=[CH:4][C:3]=1[C:11]1[S:12][CH:13]=[C:14]([CH2:16][C:17]([NH:19][CH2:20][CH:21]2[CH2:26][CH2:25][O:24][CH2:23][CH2:22]2)=[O:18])[N:15]=1.[C:27]([C:29]1[CH:34]=[CH:33][C:32](B(O)O)=[CH:31][CH:30]=1)#[N:28].P([O-])([O-])([O-])=O.[K+].[K+].[K+].COC1C=CC=C(OC)C=1C1C=CC=CC=1P(C1CCCCC1)C1CCCCC1. The catalyst is C1(C)C=CC=CC=1.C([O-])(=O)C.[Pd+2].C([O-])(=O)C.O. The product is [C:7]([N:6]1[C:2]([C:32]2[CH:33]=[CH:34][C:29]([C:27]#[N:28])=[CH:30][CH:31]=2)=[C:3]([C:11]2[S:12][CH:13]=[C:14]([CH2:16][C:17]([NH:19][CH2:20][CH:21]3[CH2:26][CH2:25][O:24][CH2:23][CH2:22]3)=[O:18])[N:15]=2)[CH:4]=[N:5]1)([CH3:10])([CH3:9])[CH3:8]. The yield is 0.560. (6) The reactants are [CH2:1]([C:3]1[CH:8]=[CH:7][C:6]([CH2:9][C:10]([O:12][CH2:13][CH3:14])=[O:11])=[CH:5][C:4]=1[O:15]C)[CH3:2]. The catalyst is C(Cl)Cl. The product is [OH:15][C:4]1[CH:5]=[C:6]([CH2:9][C:10]([O:12][CH2:13][CH3:14])=[O:11])[CH:7]=[CH:8][C:3]=1[CH2:1][CH3:2]. The yield is 0.710. (7) The reactants are O=C1CCCCN1C1CCN(CC2[C:16]([C:28]3[CH:33]=[CH:32][CH:31]=[CH:30][CH:29]=3)=[N:17][C:18]3[C:23]([C:24]=2[C:25]([OH:27])=O)=[CH:22][CH:21]=[CH:20][CH:19]=3)CC1.[CH2:34]([N:36]([CH2:39][CH3:40])[CH2:37][CH3:38])[CH3:35].[CH3:41][N:42]([C:44]([O:48]N1N=NC2C=CC=CC1=2)=[N+](C)C)C.F[P-](F)(F)(F)(F)F.[C:65]1([C@@H:71]([NH2:74])[CH2:72]C)[CH:70]=[CH:69][CH:68]=[CH:67][CH:66]=1.[CH3:75][CH:76]=[C:77]([CH3:79])C. The catalyst is C(Cl)Cl.C1COCC1. The product is [C:65]1([C@@H:71]([NH:74][C:25]([C:24]2[C:23]3[C:18](=[CH:19][CH:20]=[CH:21][CH:22]=3)[N:17]=[C:16]([C:28]3[CH:29]=[CH:30][CH:31]=[CH:32][CH:33]=3)[C:35]=2[CH2:34][N:36]2[CH2:39][CH2:40][CH:41]([N:42]3[CH2:75][CH2:76][CH2:77][CH2:79][C:44]3=[O:48])[CH2:38][CH2:37]2)=[O:27])[CH3:72])[CH:66]=[CH:67][CH:68]=[CH:69][CH:70]=1. The yield is 0.570.